From a dataset of Forward reaction prediction with 1.9M reactions from USPTO patents (1976-2016). Predict the product of the given reaction. (1) Given the reactants Cl[C:2]1[CH:18]=[CH:17][C:5]([C:6]([C:8]2[CH:16]=[CH:15][CH:14]=[CH:13][C:9]=2[C:10]([OH:12])=[O:11])=[O:7])=[CH:4][C:3]=1[N+:19]([O-:21])=[O:20].Cl.[OH-].[NH4+:24], predict the reaction product. The product is: [NH2:24][C:2]1[CH:18]=[CH:17][C:5]([C:6]([C:8]2[CH:16]=[CH:15][CH:14]=[CH:13][C:9]=2[C:10]([OH:12])=[O:11])=[O:7])=[CH:4][C:3]=1[N+:19]([O-:21])=[O:20]. (2) Given the reactants O([C:3]([CH3:6])([CH3:5])[CH3:4])[Na].[NH2:7][C:8]1[CH:15]=[CH:14][C:11]([CH:12]=[CH2:13])=[CH:10][CH:9]=1.I[C:17]1[CH:22]=[CH:21][C:20]([CH3:23])=[CH:19][CH:18]=1.[C:24]1([CH3:30])[CH:29]=[CH:28][CH:27]=[CH:26][CH:25]=1.CCOC(C)=O.[CH3:37][CH2:38][CH2:39]CCC, predict the reaction product. The product is: [CH3:4][C:3]1[CH:6]=[CH:39][C:38]([N:7]([C:27]2[CH:28]=[CH:29][C:24]([CH3:30])=[CH:25][CH:26]=2)[C:8]2[CH:15]=[CH:14][C:11]([CH:12]=[CH:13][C:17]3[CH:22]=[CH:21][C:20]([CH3:23])=[CH:19][CH:18]=3)=[CH:10][CH:9]=2)=[CH:37][CH:5]=1. (3) Given the reactants [Br:1][C:2]1[CH:26]=[C:25]([Cl:27])[CH:24]=[CH:23][C:3]=1[CH2:4][N:5]1[C:13]2[C:8](=[CH:9][C:10]([CH:14]=[C:15]3[S:19][C:18](SC)=[N:17][C:16]3=[O:22])=[CH:11][CH:12]=2)[CH:7]=[N:6]1.[CH3:28][N:29]1[CH2:34][CH2:33][NH:32][CH2:31][CH2:30]1, predict the reaction product. The product is: [Br:1][C:2]1[CH:26]=[C:25]([Cl:27])[CH:24]=[CH:23][C:3]=1[CH2:4][N:5]1[C:13]2[C:8](=[CH:9][C:10]([CH:14]=[C:15]3[S:19][C:18]([N:32]4[CH2:33][CH2:34][N:29]([CH3:28])[CH2:30][CH2:31]4)=[N:17][C:16]3=[O:22])=[CH:11][CH:12]=2)[CH:7]=[N:6]1. (4) Given the reactants Cl[C:2]1[N:7]=[C:6]([NH:8][C:9]2[CH:18]=[CH:17][C:16]([O:19][CH3:20])=[CH:15][C:10]=2[C:11]([NH:13][CH3:14])=[O:12])[C:5]([Cl:21])=[CH:4][N:3]=1.[NH2:22][C:23]1[C:39]([O:40][CH3:41])=[CH:38][C:26]2[CH2:27][CH2:28][N:29]([CH2:32][C:33]([N:35]([CH3:37])[CH3:36])=[O:34])[CH2:30][CH2:31][C:25]=2[CH:24]=1, predict the reaction product. The product is: [Cl:21][C:5]1[C:6]([NH:8][C:9]2[CH:18]=[CH:17][C:16]([O:19][CH3:20])=[CH:15][C:10]=2[C:11]([NH:13][CH3:14])=[O:12])=[N:7][C:2]([NH:22][C:23]2[C:39]([O:40][CH3:41])=[CH:38][C:26]3[CH2:27][CH2:28][N:29]([CH2:32][C:33](=[O:34])[N:35]([CH3:36])[CH3:37])[CH2:30][CH2:31][C:25]=3[CH:24]=2)=[N:3][CH:4]=1. (5) Given the reactants [CH3:1][C:2]1C=C(C)[N:5]=[C:4]([SH:9])[N:3]=1.[CH3:10][C:11]1[CH:16]=[CH:15][N:14]=[C:13]([S:17][CH3:18])[N:12]=1, predict the reaction product. The product is: [CH3:1][C:2]1[N:3]=[C:4]([NH2:5])[S:9][C:10]=1[C:11]1[CH:16]=[CH:15][N:14]=[C:13]([S:17][CH3:18])[N:12]=1. (6) Given the reactants [Li+].CC([N-]C(C)C)C.[CH3:9][O:10][C:11](=[O:16])/[CH:12]=[CH:13]/[O:14]C.[C:17]1([CH2:23][CH2:24]C=O)[CH:22]=[CH:21][CH:20]=[CH:19][CH:18]=1.Cl, predict the reaction product. The product is: [OH:14][C:13]1[CH:9]([CH2:24][CH2:23][C:17]2[CH:22]=[CH:21][CH:20]=[CH:19][CH:18]=2)[O:10][C:11](=[O:16])[CH:12]=1. (7) Given the reactants [Cl:1][C:2]1[C:3]2[N:4]([C:8]([C:12]([OH:14])=O)=[C:9]([CH3:11])[N:10]=2)[CH:5]=[CH:6][N:7]=1.F[B-](F)(F)F.N1(O[C+](N(C)C)N(C)C)C2C=CC=CC=2N=N1.[F:37][C:38]1[CH:39]=[C:40]([CH2:45][NH2:46])[CH:41]=[CH:42][C:43]=1[F:44].CN1CCOCC1, predict the reaction product. The product is: [Cl:1][C:2]1[C:3]2[N:4]([C:8]([C:12]([NH:46][CH2:45][C:40]3[CH:41]=[CH:42][C:43]([F:44])=[C:38]([F:37])[CH:39]=3)=[O:14])=[C:9]([CH3:11])[N:10]=2)[CH:5]=[CH:6][N:7]=1.